From a dataset of Catalyst prediction with 721,799 reactions and 888 catalyst types from USPTO. Predict which catalyst facilitates the given reaction. (1) Reactant: [NH:1]1[C:10]2[C:5](=[CH:6][CH:7]=[CH:8][CH:9]=2)[CH2:4][CH2:3][CH2:2]1.[Li][CH2:12][CH2:13][CH2:14][CH3:15].C(=O)=O.C([Li])(C)(C)C.[CH3:24][C:25]1(C)[C:29](=O)C=[CH:27][C:26]1(C)C. Product: [CH3:12][CH:13]1[C:24]([C:6]2[CH:7]=[CH:8][CH:9]=[C:10]3[C:5]=2[CH2:4][CH2:3][CH2:2][NH:1]3)=[C:25]([CH3:29])[C:26]([CH3:27])=[C:14]1[CH3:15]. The catalyst class is: 773. (2) Reactant: FC(F)(F)S(O[C:7]1[N:12]=[N:11][C:10]2[O:13][CH2:14][CH2:15][CH2:16][C:9]=2[CH:8]=1)(=O)=O.C(=O)([O-])[O-].[K+].[K+].O.[CH:26](B1OB(C=C)OB(C=C)O1)=[CH2:27]. Product: [CH:26]([C:7]1[N:12]=[N:11][C:10]2[O:13][CH2:14][CH2:15][CH2:16][C:9]=2[CH:8]=1)=[CH2:27]. The catalyst class is: 104.